Dataset: Catalyst prediction with 721,799 reactions and 888 catalyst types from USPTO. Task: Predict which catalyst facilitates the given reaction. Reactant: [C:1]([O:4][C:5]1[CH:10]=[CH:9][C:8]([S:11](=[O:23])(=[O:22])[NH:12][CH2:13][C:14]2[CH:19]=[CH:18][CH:17]=[CH:16][C:15]=2[O:20][CH3:21])=[CH:7][CH:6]=1)(=[O:3])[CH3:2].C(=O)([O-])[O-].[Cs+].[Cs+].Br[CH2:31][C:32]1[CH:41]=[CH:40][C:35]([C:36]([O:38][CH3:39])=[O:37])=[CH:34][CH:33]=1. Product: [C:1]([O:4][C:5]1[CH:6]=[CH:7][C:8]([S:11]([N:12]([CH2:31][C:32]2[CH:41]=[CH:40][C:35]([C:36]([O:38][CH3:39])=[O:37])=[CH:34][CH:33]=2)[CH2:13][C:14]2[CH:19]=[CH:18][CH:17]=[CH:16][C:15]=2[O:20][CH3:21])(=[O:23])=[O:22])=[CH:9][CH:10]=1)(=[O:3])[CH3:2]. The catalyst class is: 21.